From a dataset of Reaction yield outcomes from USPTO patents with 853,638 reactions. Predict the reaction yield, written as a fraction of the theoretical maximum amount of product (1.0 means a 100% yield; for example, 0.34 means a 34% yield). (1) The reactants are [N:1]1([C:6]2[CH:13]=[CH:12][CH:11]=[CH:10][C:7]=2[CH:8]=[O:9])[CH:5]=[CH:4][CH:3]=[N:2]1.[F:14][C:15]([Si](C)(C)C)([F:17])[F:16]. The catalyst is C1COCC1.[F-].C([N+](CCCC)(CCCC)CCCC)CCC. The product is [F:14][C:15]([F:17])([F:16])[CH:8]([C:7]1[CH:10]=[CH:11][CH:12]=[CH:13][C:6]=1[N:1]1[CH:5]=[CH:4][CH:3]=[N:2]1)[OH:9]. The yield is 0.930. (2) The reactants are [C:1]([O:5][C:6]([N:8]([CH3:28])[CH:9]([CH3:27])[C:10]([NH:12][CH:13]([CH:24]([CH3:26])[CH3:25])[C:14]([N:16]1[CH2:20][CH2:19][S:18][CH:17]1[C:21]([OH:23])=O)=[O:15])=[O:11])=[O:7])([CH3:4])([CH3:3])[CH3:2].[C@H:29]1([NH2:39])[C:38]2[C:33](=[CH:34][CH:35]=[CH:36][CH:37]=2)[CH2:32][CH2:31][CH2:30]1.Cl.C(N=C=NCCCN(C)C)C.O.ON1C2C=CC=CC=2N=N1.CN1CCOCC1. The catalyst is O1CCCC1.O.CN1CCCC1=O. The product is [C:1]([O:5][C:6](=[O:7])[N:8]([CH3:28])[CH:9]([C:10](=[O:11])[NH:12][CH:13]([C:14]([N:16]1[CH2:20][CH2:19][S:18][CH:17]1[C:21](=[O:23])[NH:39][CH:29]1[C:38]2[C:33](=[CH:34][CH:35]=[CH:36][CH:37]=2)[CH2:32][CH2:31][CH2:30]1)=[O:15])[CH:24]([CH3:25])[CH3:26])[CH3:27])([CH3:4])([CH3:2])[CH3:3]. The yield is 0.140. (3) The reactants are [NH2:1][C:2]1[CH:11]=[CH:10][C:9]([F:12])=[CH:8][C:3]=1[C:4]([O:6]C)=O.[C:13]([C:18]#[N:19])(=[O:17])[O:14][CH2:15][CH3:16].Cl. The catalyst is CC(O)=O. The product is [F:12][C:9]1[CH:8]=[C:3]2[C:2](=[CH:11][CH:10]=1)[N:1]=[C:18]([C:13]([O:14][CH2:15][CH3:16])=[O:17])[NH:19][C:4]2=[O:6]. The yield is 0.860. (4) The reactants are [CH3:1][C@H:2]1[N:7]2[C:8]3[C:9]([CH3:16])=[CH:10][CH:11]=[CH:12][C:13]=3[C:14]([CH3:15])=[C:6]2[C:5](=O)[NH:4][CH2:3]1.[H-].[Al+3].[Li+].[H-].[H-].[H-].[C:24]([OH:29])(=[O:28])[C:25]([OH:27])=[O:26]. The catalyst is CCOCC. The product is [C:24]([OH:29])(=[O:28])[C:25]([OH:27])=[O:26].[CH3:1][C@H:2]1[N:7]2[C:8]3[C:9]([CH3:16])=[CH:10][CH:11]=[CH:12][C:13]=3[C:14]([CH3:15])=[C:6]2[CH2:5][NH:4][CH2:3]1. The yield is 0.740. (5) The reactants are Cl.[NH2:2][CH2:3][C:4]1[CH:11]=[CH:10][C:7]([C:8]#[N:9])=[CH:6][CH:5]=1.Br[C:13]1[CH:22]=[N:21][CH:20]=[CH:19][C:14]=1[C:15]([O:17][CH3:18])=[O:16]. No catalyst specified. The product is [C:8]([C:7]1[CH:10]=[CH:11][C:4]([CH2:3][NH:2][C:19]2[CH:20]=[N:21][CH:22]=[CH:13][C:14]=2[C:15]([O:17][CH3:18])=[O:16])=[CH:5][CH:6]=1)#[N:9]. The yield is 0.0400. (6) The reactants are [F:1][C:2]([F:39])([F:38])[CH:3]([CH:27](C(OCC)=O)[C:28]([O:30]CC)=[O:29])[NH:4][C:5]1[CH:10]=[CH:9][C:8]([O:11][C:12]2[CH:17]=[C:16]([NH:18][C:19]([N:21]3[CH2:25][CH2:24][CH2:23][CH2:22]3)=[O:20])[N:15]=[CH:14][N:13]=2)=[C:7]([F:26])[CH:6]=1.[OH-].[Na+]. The yield is 0.920. The catalyst is O.C(O)C. The product is [F:39][C:2]([F:1])([F:38])[CH:3]([NH:4][C:5]1[CH:10]=[CH:9][C:8]([O:11][C:12]2[CH:17]=[C:16]([NH:18][C:19]([N:21]3[CH2:25][CH2:24][CH2:23][CH2:22]3)=[O:20])[N:15]=[CH:14][N:13]=2)=[C:7]([F:26])[CH:6]=1)[CH2:27][C:28]([OH:30])=[O:29]. (7) The yield is 0.410. The product is [C:4]([O:6][CH:7]([CH3:9])[CH3:8])(=[O:5])/[CH:3]=[CH:2]/[C:1]([O:11][CH:12]([CH3:14])[CH3:13])=[O:10].[C:15]([OH:25])(=[O:24])[CH:16]=[CH:17][C:18]1[CH:19]=[CH:20][CH:21]=[CH:22][CH:23]=1. The reactants are [C:1]([O:11][CH:12]([CH3:14])[CH3:13])(=[O:10])/[CH:2]=[CH:3]/[C:4]([O:6][CH:7]([CH3:9])[CH3:8])=[O:5].[C:15]([OH:25])(=[O:24])[CH:16]=[CH:17][C:18]1[CH:23]=[CH:22][CH:21]=[CH:20][CH:19]=1.CO. The catalyst is O1CCCC1.C(OOC(C)(C)C)(=O)C(C)(C)C. (8) The reactants are [CH3:1][C:2]1[C:8]([N+:9]([O-:11])=[O:10])=[CH:7][CH:6]=[CH:5][C:3]=1[NH2:4].[N:12]([O-])=O.[Na+]. The catalyst is C(O)(=O)C.O. The product is [N+:9]([C:8]1[CH:7]=[CH:6][CH:5]=[C:3]2[C:2]=1[CH:1]=[N:12][NH:4]2)([O-:11])=[O:10]. The yield is 0.810. (9) The reactants are [C:1]([O:9][C:10]1[CH:15]=[C:14]([CH3:16])[C:13]([OH:17])=[C:12]([Cl:18])[CH:11]=1)(=[O:8])[C:2]1[CH:7]=[CH:6][CH:5]=[CH:4][CH:3]=1.[CH3:19][O:20][CH2:21]Cl.C(N(C(C)C)C(C)C)C. The catalyst is C(Cl)(Cl)Cl. The product is [Cl:18][C:12]1[CH:11]=[C:10]([O:9][C:1](=[O:8])[C:2]2[CH:3]=[CH:4][CH:5]=[CH:6][CH:7]=2)[CH:15]=[C:14]([CH3:16])[C:13]=1[O:17][CH2:19][O:20][CH3:21]. The yield is 0.960.